The task is: Predict the product of the given reaction.. This data is from Forward reaction prediction with 1.9M reactions from USPTO patents (1976-2016). Given the reactants [CH2:1]([NH:8][C:9]1[N:17]=[CH:16][N:15]=[C:14]2[C:10]=1[N:11]=[C:12](Br)[N:13]2[C@@H:18]1[O:24][C@H:23]([CH2:25][OH:26])[C@@H:21]([OH:22])[C@H:19]1[OH:20])[C:2]1[CH:7]=[CH:6][CH:5]=[CH:4][CH:3]=1.[CH3:28][NH:29][CH3:30], predict the reaction product. The product is: [CH2:1]([NH:8][C:9]1[N:17]=[CH:16][N:15]=[C:14]2[C:10]=1[N:11]=[C:12]([N:29]([CH3:30])[CH3:28])[N:13]2[C@@H:18]1[O:24][C@H:23]([CH2:25][OH:26])[C@@H:21]([OH:22])[C@H:19]1[OH:20])[C:2]1[CH:7]=[CH:6][CH:5]=[CH:4][CH:3]=1.